From a dataset of Forward reaction prediction with 1.9M reactions from USPTO patents (1976-2016). Predict the product of the given reaction. Given the reactants [NH2:1][C:2]1[CH:3]=[CH:4][C:5]([Cl:8])=[N:6][CH:7]=1.[C:9]([O:13][C:14](O[C:14]([O:13][C:9]([CH3:12])([CH3:11])[CH3:10])=[O:15])=[O:15])([CH3:12])([CH3:11])[CH3:10].O, predict the reaction product. The product is: [Cl:8][C:5]1[N:6]=[CH:7][C:2]([NH:1][C:14](=[O:15])[O:13][C:9]([CH3:12])([CH3:11])[CH3:10])=[CH:3][CH:4]=1.